From a dataset of Forward reaction prediction with 1.9M reactions from USPTO patents (1976-2016). Predict the product of the given reaction. (1) The product is: [CH3:1][C:2]1[CH:7]=[CH:6][C:5]([C:8]2[O:12][N:11]=[CH:10][C:9]=2[C:13]([N:16]2[CH2:17][CH2:18][CH:19]([N:22]3[C:26]4[CH:27]=[CH:28][CH:29]=[CH:30][C:25]=4[NH:24][C:23]3=[O:31])[CH2:20][CH2:21]2)=[O:14])=[CH:4][CH:3]=1. Given the reactants [CH3:1][C:2]1[CH:7]=[CH:6][C:5]([C:8]2[O:12][N:11]=[CH:10][C:9]=2[C:13](Cl)=[O:14])=[CH:4][CH:3]=1.[NH:16]1[CH2:21][CH2:20][CH:19]([N:22]2[C:26]3[CH:27]=[CH:28][CH:29]=[CH:30][C:25]=3[NH:24][C:23]2=[O:31])[CH2:18][CH2:17]1, predict the reaction product. (2) Given the reactants C([Li])CCC.CC(C)([O-])C.[K+].[CH3:12][C:13]1[NH:14][C:15]2[C:20]([CH:21]=1)=[CH:19][CH:18]=[CH:17][CH:16]=2.[F:22][C:23]([F:40])([F:39])[C:24](=[O:38])[CH2:25][C:26]([C:29]1[CH:34]=[C:33]([F:35])[CH:32]=[CH:31][C:30]=1[O:36][CH3:37])([CH3:28])[CH3:27], predict the reaction product. The product is: [F:40][C:23]([F:22])([F:39])[C:24]([CH2:12][C:13]1[NH:14][C:15]2[C:20]([CH:21]=1)=[CH:19][CH:18]=[CH:17][CH:16]=2)([OH:38])[CH2:25][C:26]([C:29]1[CH:34]=[C:33]([F:35])[CH:32]=[CH:31][C:30]=1[O:36][CH3:37])([CH3:28])[CH3:27].